From a dataset of Full USPTO retrosynthesis dataset with 1.9M reactions from patents (1976-2016). Predict the reactants needed to synthesize the given product. (1) Given the product [Cl:23][C:14]1[C:13]2[CH:12]=[CH:11][C:10]([NH:9][C:3]3[CH:4]=[CH:5][C:6]([F:8])=[CH:7][C:2]=3[F:1])=[N:19][C:18]=2[CH:17]=[N:16][N:15]=1, predict the reactants needed to synthesize it. The reactants are: [F:1][C:2]1[CH:7]=[C:6]([F:8])[CH:5]=[CH:4][C:3]=1[NH:9][C:10]1[CH:11]=[CH:12][C:13]2[C:14](=O)[NH:15][N:16]=[CH:17][C:18]=2[N:19]=1.P(Cl)(Cl)([Cl:23])=O. (2) Given the product [ClH:56].[CH3:17][N:16]([CH3:18])[C:15](=[O:19])[NH:14][C:11]1[CH:12]=[CH:13][C:8]([S:5]([CH2:2][CH3:4])(=[O:7])=[O:6])=[C:9]([C@H:20]2[C@@H:24]([C:37]([O:39][CH2:40][CH3:41])=[O:38])[CH2:23][CH2:22][NH:21]2)[CH:10]=1, predict the reactants needed to synthesize it. The reactants are: Cl.[CH:2]([S:5]([C:8]1[CH:13]=[CH:12][C:11]([NH:14][C:15](=[O:19])[N:16]([CH3:18])[CH3:17])=[CH:10][C:9]=1[C@H:20]1[CH2:24][CH2:23][CH2:22][NH:21]1)(=[O:7])=[O:6])([CH3:4])C.NC1C=CC(S(CC)(=O)=O)=C([C@H]2[C@@H]([C:37]([O:39][CH2:40][CH3:41])=[O:38])CCN2[C:37]([O:39][C:40](C)(C)[CH3:41])=[O:38])C=1.C(Cl)([Cl:56])=O.CNC. (3) Given the product [C:23]1([C:29]([C:31]2[CH:32]=[CH:33][CH:34]=[CH:35][CH:36]=2)=[N:11][C:9]2[CH:10]=[C:5]3[CH:4]=[N:3][N:2]([CH3:1])[C:6]3=[N:7][CH:8]=2)[CH:28]=[CH:27][CH:26]=[CH:25][CH:24]=1, predict the reactants needed to synthesize it. The reactants are: [CH3:1][N:2]1[C:6]2=[N:7][CH:8]=[C:9]([NH2:11])[CH:10]=[C:5]2[CH:4]=[N:3]1.BrC1C=C2C=NN(C)C2=NC=1.[C:23]1([C:29]([C:31]2[CH:36]=[CH:35][CH:34]=[CH:33][CH:32]=2)=N)[CH:28]=[CH:27][CH:26]=[CH:25][CH:24]=1.C1C=CC(P(C2C=CC3C(=CC=CC=3)C=2C2C3C(=CC=CC=3)C=CC=2P(C2C=CC=CC=2)C2C=CC=CC=2)C2C=CC=CC=2)=CC=1.CC(C)([O-])C.[Na+]. (4) The reactants are: [BH4-].[Na+].[CH3:3][C@H:4]1[O:8][C:7](=[O:9])[NH:6][C@@H:5]1[C:10](OC)=[O:11].[Cl-].[NH4+]. Given the product [OH:11][CH2:10][C@@H:5]1[C@@H:4]([CH3:3])[O:8][C:7](=[O:9])[NH:6]1, predict the reactants needed to synthesize it. (5) The reactants are: [CH2:1]([C:3]1[CH:8]=[CH:7][C:6]([CH:9]2[CH2:14][N:13]([C:15]([N:17]3[CH2:22][CH2:21][O:20][CH2:19][CH2:18]3)=[O:16])[CH2:12][CH:11]([C:23]([OH:25])=O)[CH2:10]2)=[CH:5][CH:4]=1)[CH3:2].O[N:27]=[C:28]([NH2:33])[CH2:29][CH2:30][O:31][CH3:32]. Given the product [CH2:1]([C:3]1[CH:8]=[CH:7][C:6]([CH:9]2[CH2:10][CH:11]([C:23]3[O:25][N:33]=[C:28]([CH2:29][CH2:30][O:31][CH3:32])[N:27]=3)[CH2:12][N:13]([C:15]([N:17]3[CH2:22][CH2:21][O:20][CH2:19][CH2:18]3)=[O:16])[CH2:14]2)=[CH:5][CH:4]=1)[CH3:2], predict the reactants needed to synthesize it. (6) Given the product [CH3:1][C@H:2]([CH2:4][CH2:5][CH3:6])[CH2:3][CH2:16][C:14]([OH:12])=[O:15], predict the reactants needed to synthesize it. The reactants are: [CH3:1][C:2](=[CH:4][CH2:5][CH2:6][C@H](C)CCC)[CH3:3].[OH2:12].C[C:14]([CH3:16])=[O:15]. (7) The reactants are: [C:1](=O)([O-])[O-].[K+].[K+].Br[C:8]1[CH:13]=[CH:12][N:11]=[C:10]2[N:14]([CH2:29][CH2:30][CH2:31][O:32][CH3:33])[CH:15]=[C:16]([CH2:17][N:18]([CH:26]3[CH2:28][CH2:27]3)[C:19](=[O:25])[O:20][C:21]([CH3:24])([CH3:23])[CH3:22])[C:9]=12.O.O1[CH2:40][CH2:39]OCC1. Given the product [CH:26]1([N:18]([CH2:17][C:16]2[C:9]3[C:10](=[N:11][CH:12]=[CH:13][C:8]=3[C:39]([CH3:40])=[CH2:1])[N:14]([CH2:29][CH2:30][CH2:31][O:32][CH3:33])[CH:15]=2)[C:19](=[O:25])[O:20][C:21]([CH3:23])([CH3:24])[CH3:22])[CH2:27][CH2:28]1, predict the reactants needed to synthesize it. (8) Given the product [CH3:16][N:15]([CH3:17])[C:12]1[N:13]=[C:14]2[C:9]([C:8](=[O:19])[C:7]([C:20]([OH:22])=[O:21])=[CH:6][NH:5]2)=[CH:10][C:11]=1[F:18], predict the reactants needed to synthesize it. The reactants are: C([N:5]1[C:14]2[C:9](=[CH:10][C:11]([F:18])=[C:12]([N:15]([CH3:17])[CH3:16])[N:13]=2)[C:8](=[O:19])[C:7]([C:20]([O:22]CC)=[O:21])=[CH:6]1)(C)(C)C. (9) Given the product [C:14]1([C:23]2[CH:24]=[CH:25][CH:26]=[CH:27][CH:28]=2)[CH:15]=[CH:16][C:17]([C:20]([NH:2][C@H:3]2[CH2:8][CH2:7][CH2:6][CH2:5][C@H:4]2[C:9]([O:11][CH2:12][CH3:13])=[O:10])=[O:21])=[CH:18][CH:19]=1, predict the reactants needed to synthesize it. The reactants are: Br.[NH2:2][C@H:3]1[CH2:8][CH2:7][CH2:6][CH2:5][C@H:4]1[C:9]([O:11][CH2:12][CH3:13])=[O:10].[C:14]1([C:23]2[CH:28]=[CH:27][CH:26]=[CH:25][CH:24]=2)[CH:19]=[CH:18][C:17]([C:20](O)=[O:21])=[CH:16][CH:15]=1.CCN=C=NCCCN(C)C.C1C=CC2N(O)N=NC=2C=1.CN1CCOCC1. (10) The reactants are: [N:1]1[CH:6]=[CH:5][C:4]([S:7][C:8]2[CH:12]=[CH:11][S:10][C:9]=2[CH:13]=O)=[CH:3][CH:2]=1.[CH3:15][O:16][C:17](=[O:30])[CH2:18][N:19]1[C:27]2[C:22](=[CH:23][C:24]([F:28])=[CH:25][CH:26]=2)[CH:21]=[C:20]1[CH3:29].C([SiH](CC)CC)C.FC(F)(F)C(O)=O. Given the product [CH3:15][O:16][C:17](=[O:30])[CH2:18][N:19]1[C:27]2[C:22](=[CH:23][C:24]([F:28])=[CH:25][CH:26]=2)[C:21]([CH2:13][C:9]2[S:10][CH:11]=[CH:12][C:8]=2[S:7][C:4]2[CH:3]=[CH:2][N:1]=[CH:6][CH:5]=2)=[C:20]1[CH3:29], predict the reactants needed to synthesize it.